From a dataset of Reaction yield outcomes from USPTO patents with 853,638 reactions. Predict the reaction yield, written as a fraction of the theoretical maximum amount of product (1.0 means a 100% yield; for example, 0.34 means a 34% yield). (1) The reactants are [NH2:1][C:2]1[CH:7]=[C:6]([N+:8]([O-:10])=[O:9])[CH:5]=[CH:4][C:3]=1[OH:11].N1C=CC=CC=1.[C:18](Cl)(=[O:22])[CH2:19][CH2:20][CH3:21]. The catalyst is ClCCl. The product is [OH:11][C:3]1[CH:4]=[CH:5][C:6]([N+:8]([O-:10])=[O:9])=[CH:7][C:2]=1[NH:1][C:18](=[O:22])[CH2:19][CH2:20][CH3:21]. The yield is 0.340. (2) The reactants are [C:1]([O:9][C@@H:10]1[C@H:14]([CH2:15][O:16][C:17](=[O:24])[C:18]2[CH:23]=[CH:22][CH:21]=[CH:20][CH:19]=2)[O:13][C@H:12]([N:25]2[CH:33]=[N:32][C:31]3[C:26]2=[N:27][CH:28]=[N:29][C:30]=3[NH2:34])[CH2:11]1)(=[O:8])[C:2]1[CH:7]=[CH:6][CH:5]=[CH:4][CH:3]=1.[CH3:35][O:36][C:37]1[CH:56]=[CH:55][C:40]([C:41](Cl)([C:48]2[CH:53]=[CH:52][CH:51]=[CH:50][CH:49]=2)[C:42]2[CH:47]=[CH:46][CH:45]=[CH:44][CH:43]=2)=[CH:39][CH:38]=1.CO. The catalyst is N1C=CC=CC=1. The product is [CH3:35][O:36][C:37]1[CH:56]=[CH:55][C:40]([C:41]([NH:34][C:30]2[N:29]=[CH:28][N:27]=[C:26]3[C:31]=2[N:32]=[CH:33][N:25]3[C@H:12]2[O:13][C@@H:14]([CH2:15][O:16][C:17](=[O:24])[C:18]3[CH:23]=[CH:22][CH:21]=[CH:20][CH:19]=3)[C@@H:10]([O:9][C:1](=[O:8])[C:2]3[CH:3]=[CH:4][CH:5]=[CH:6][CH:7]=3)[CH2:11]2)([C:42]2[CH:43]=[CH:44][CH:45]=[CH:46][CH:47]=2)[C:48]2[CH:53]=[CH:52][CH:51]=[CH:50][CH:49]=2)=[CH:39][CH:38]=1. The yield is 0.720. (3) The reactants are [CH2:1]([O:3][C:4]1[CH:9]=[C:8]([N:10]2[CH2:15][CH2:14][N:13]([CH3:16])[CH2:12][CH2:11]2)[CH:7]=[CH:6][C:5]=1[N+:17]([O-])=O)[CH3:2]. The catalyst is C(O)C.[Pd]. The product is [CH2:1]([O:3][C:4]1[CH:9]=[C:8]([N:10]2[CH2:11][CH2:12][N:13]([CH3:16])[CH2:14][CH2:15]2)[CH:7]=[CH:6][C:5]=1[NH2:17])[CH3:2]. The yield is 0.930. (4) The reactants are [F:1][C:2]1[CH:3]=[C:4]([C:9]2[O:13][N:12]=[CH:11][C:10]=2[CH2:14][CH2:15][C:16](OC)=[O:17])[CH:5]=[CH:6][C:7]=1[F:8].[H-].C([Al+]CC(C)C)C(C)C.Cl. The catalyst is O1CCCC1. The product is [F:1][C:2]1[CH:3]=[C:4]([C:9]2[O:13][N:12]=[CH:11][C:10]=2[CH2:14][CH2:15][CH2:16][OH:17])[CH:5]=[CH:6][C:7]=1[F:8]. The yield is 0.950.